From a dataset of Reaction yield outcomes from USPTO patents with 853,638 reactions. Predict the reaction yield, written as a fraction of the theoretical maximum amount of product (1.0 means a 100% yield; for example, 0.34 means a 34% yield). The reactants are [CH3:1][C:2]1[N:7]([C:8]2[CH:13]=[CH:12][CH:11]=[C:10]([C:14]([F:17])([F:16])[F:15])[CH:9]=2)[C:6](=[O:18])[C:5](=O)[NH:4][CH:3]=1.C(Br)(=O)C([Br:23])=O. The catalyst is CN(C=O)C.ClCCCl. The product is [Br:23][C:5]1[C:6](=[O:18])[N:7]([C:8]2[CH:13]=[CH:12][CH:11]=[C:10]([C:14]([F:17])([F:16])[F:15])[CH:9]=2)[C:2]([CH3:1])=[CH:3][N:4]=1. The yield is 0.930.